From a dataset of NCI-60 drug combinations with 297,098 pairs across 59 cell lines. Regression. Given two drug SMILES strings and cell line genomic features, predict the synergy score measuring deviation from expected non-interaction effect. (1) Drug 1: COC1=NC(=NC2=C1N=CN2C3C(C(C(O3)CO)O)O)N. Drug 2: C1CCC(C(C1)N)N.C(=O)(C(=O)[O-])[O-].[Pt+4]. Cell line: RPMI-8226. Synergy scores: CSS=39.4, Synergy_ZIP=11.4, Synergy_Bliss=15.8, Synergy_Loewe=-5.93, Synergy_HSA=13.0. (2) Drug 1: CC(CN1CC(=O)NC(=O)C1)N2CC(=O)NC(=O)C2. Drug 2: C(=O)(N)NO. Cell line: DU-145. Synergy scores: CSS=11.8, Synergy_ZIP=-6.59, Synergy_Bliss=0.173, Synergy_Loewe=-10.2, Synergy_HSA=0.427. (3) Drug 1: CS(=O)(=O)C1=CC(=C(C=C1)C(=O)NC2=CC(=C(C=C2)Cl)C3=CC=CC=N3)Cl. Drug 2: C1=CC=C(C(=C1)C(C2=CC=C(C=C2)Cl)C(Cl)Cl)Cl. Cell line: SF-539. Synergy scores: CSS=5.82, Synergy_ZIP=-1.83, Synergy_Bliss=1.50, Synergy_Loewe=0.453, Synergy_HSA=1.92. (4) Drug 1: CC1C(C(CC(O1)OC2CC(CC3=C2C(=C4C(=C3O)C(=O)C5=C(C4=O)C(=CC=C5)OC)O)(C(=O)C)O)N)O.Cl. Drug 2: CC1=C(N=C(N=C1N)C(CC(=O)N)NCC(C(=O)N)N)C(=O)NC(C(C2=CN=CN2)OC3C(C(C(C(O3)CO)O)O)OC4C(C(C(C(O4)CO)O)OC(=O)N)O)C(=O)NC(C)C(C(C)C(=O)NC(C(C)O)C(=O)NCCC5=NC(=CS5)C6=NC(=CS6)C(=O)NCCC[S+](C)C)O. Cell line: A498. Synergy scores: CSS=30.6, Synergy_ZIP=-4.40, Synergy_Bliss=4.93, Synergy_Loewe=1.36, Synergy_HSA=3.97. (5) Drug 1: CCCS(=O)(=O)NC1=C(C(=C(C=C1)F)C(=O)C2=CNC3=C2C=C(C=N3)C4=CC=C(C=C4)Cl)F. Drug 2: CNC(=O)C1=CC=CC=C1SC2=CC3=C(C=C2)C(=NN3)C=CC4=CC=CC=N4. Cell line: HT29. Synergy scores: CSS=41.1, Synergy_ZIP=3.70, Synergy_Bliss=3.09, Synergy_Loewe=-8.65, Synergy_HSA=2.25.